From a dataset of Catalyst prediction with 721,799 reactions and 888 catalyst types from USPTO. Predict which catalyst facilitates the given reaction. (1) Product: [F:59][C:57]1[CH:56]=[C:55]([F:60])[CH:54]=[C:53]2[C:58]=1[C:49]([NH:47][C:43]1[CH:44]=[N:45][CH:46]=[C:41]([N:38]3[CH2:39][CH2:40][O:35][CH2:36][CH2:37]3)[CH:42]=1)=[C:50]([CH3:68])[C:51]([C:61]1[CH:66]=[C:65]([CH3:67])[CH:64]=[CH:63][N:62]=1)=[N:52]2. Reactant: C1(P(C2CCCCC2)C2C=CC=CC=2C2C(C(C)C)=CC(C(C)C)=CC=2C(C)C)CCCCC1.[O:35]1[CH2:40][CH2:39][N:38]([C:41]2[CH:42]=[C:43]([NH2:47])[CH:44]=[N:45][CH:46]=2)[CH2:37][CH2:36]1.Cl[C:49]1[C:58]2[C:53](=[CH:54][C:55]([F:60])=[CH:56][C:57]=2[F:59])[N:52]=[C:51]([C:61]2[CH:66]=[C:65]([CH3:67])[CH:64]=[CH:63][N:62]=2)[C:50]=1[CH3:68].CC(C)([O-])C.[Na+]. The catalyst class is: 11. (2) Reactant: [Br:1][C:2]1[CH:7]=[CH:6][C:5]([S:8]([NH:11][CH2:12][C@H:13]2[CH2:18][CH2:17][C@H:16]([CH2:19][NH:20][C:21]3[N:30]=[C:29]([N:31]([CH3:33])[CH3:32])[C:28]4[C:23](=[CH:24][CH:25]=[CH:26][CH:27]=4)[N:22]=3)[CH2:15][CH2:14]2)(=[O:10])=[O:9])=[C:4]([O:34][C:35]([F:38])([F:37])[F:36])[CH:3]=1.[H-].[Na+].I[CH3:42]. Product: [Br:1][C:2]1[CH:7]=[CH:6][C:5]([S:8]([N:11]([CH2:12][C@H:13]2[CH2:18][CH2:17][C@H:16]([CH2:19][NH:20][C:21]3[N:30]=[C:29]([N:31]([CH3:33])[CH3:32])[C:28]4[C:23](=[CH:24][CH:25]=[CH:26][CH:27]=4)[N:22]=3)[CH2:15][CH2:14]2)[CH3:42])(=[O:10])=[O:9])=[C:4]([O:34][C:35]([F:36])([F:37])[F:38])[CH:3]=1. The catalyst class is: 3.